This data is from Reaction yield outcomes from USPTO patents with 853,638 reactions. The task is: Predict the reaction yield, written as a fraction of the theoretical maximum amount of product (1.0 means a 100% yield; for example, 0.34 means a 34% yield). The reactants are C[C@@H](PC)[C]1[C](P(C2C3C(=CC=CC=3)C=CC=2)C2C3C(=CC=CC=3)C=CC=2)[CH][CH][CH]1.[CH2:31]([C:38]1[C:47]2[C:42](=[CH:43][CH:44]=[C:45]([O:48][CH3:49])[CH:46]=2)[CH2:41][CH2:40][C:39]=1[NH:50][C:51](=[O:54])[CH2:52][CH3:53])[C:32]1[CH:37]=[CH:36][CH:35]=[CH:34][CH:33]=1.[H][H]. The catalyst is [Rh+].ClC1CCCCC=CC=1.CO. The product is [CH2:31]([C@@H:38]1[C:47]2[C:42](=[CH:43][CH:44]=[C:45]([O:48][CH3:49])[CH:46]=2)[CH2:41][CH2:40][C@@H:39]1[NH:50][C:51](=[O:54])[CH2:52][CH3:53])[C:32]1[CH:37]=[CH:36][CH:35]=[CH:34][CH:33]=1. The yield is 0.910.